From a dataset of Forward reaction prediction with 1.9M reactions from USPTO patents (1976-2016). Predict the product of the given reaction. (1) Given the reactants C1(P(C2C=CC=CC=2)C2C3OC4C(=CC=CC=4P(C4C=CC=CC=4)C4C=CC=CC=4)C(C)(C)C=3C=CC=2)C=CC=CC=1.C(=O)([O-])[O-].[Cs+].[Cs+].Cl[C:50]1[CH:59]=[CH:58][C:57]2[C:52](=[CH:53][CH:54]=[CH:55][CH:56]=2)[N:51]=1.[NH2:60][C:61]1[CH:66]=[CH:65][C:64]([S:67]([N:70]2[CH2:75][CH2:74][CH:73]([NH:76][C:77](=[O:80])[CH:78]=[CH2:79])[CH2:72][CH2:71]2)(=[O:69])=[O:68])=[CH:63][CH:62]=1, predict the reaction product. The product is: [CH:52]1[C:57]2[C:58](=[CH:53][CH:54]=[CH:55][CH:56]=2)[CH:59]=[C:50]([NH:60][C:61]2[CH:62]=[CH:63][C:64]([S:67]([N:70]3[CH2:71][CH2:72][CH:73]([NH:76][C:77](=[O:80])[CH:78]=[CH2:79])[CH2:74][CH2:75]3)(=[O:68])=[O:69])=[CH:65][CH:66]=2)[N:51]=1. (2) Given the reactants [N+](=[CH2:3])=[N-].[CH3:4][O:5][C:6]1[CH:11]=[CH:10][C:9]([C@@H:12]2[C@@H:17]([O:18][CH2:19][C:20]3[CH:21]=[CH:22][C:23]4[O:28][CH2:27][CH2:26][N:25]([CH2:29][CH2:30][CH2:31][O:32][CH3:33])[C:24]=4[CH:34]=3)[CH2:16][N:15]([S:35]([C:38]3[CH:43]=[CH:42][C:41]([CH3:44])=[CH:40][CH:39]=3)(=[O:37])=[O:36])[C@@H:14]([CH2:45][C:46]([OH:48])=[O:47])[CH2:13]2)=[CH:8][CH:7]=1, predict the reaction product. The product is: [CH3:3][O:47][C:46](=[O:48])[CH2:45][C@H:14]1[CH2:13][C@H:12]([C:9]2[CH:8]=[CH:7][C:6]([O:5][CH3:4])=[CH:11][CH:10]=2)[C@@H:17]([O:18][CH2:19][C:20]2[CH:21]=[CH:22][C:23]3[O:28][CH2:27][CH2:26][N:25]([CH2:29][CH2:30][CH2:31][O:32][CH3:33])[C:24]=3[CH:34]=2)[CH2:16][N:15]1[S:35]([C:38]1[CH:43]=[CH:42][C:41]([CH3:44])=[CH:40][CH:39]=1)(=[O:36])=[O:37]. (3) Given the reactants [CH2:1]([N:8]([CH2:22][C:23]1[CH:28]=[CH:27][CH:26]=[CH:25][CH:24]=1)[C@H:9]1[C@H:13]([OH:14])[CH2:12][N:11](C(OC(C)(C)C)=O)[CH2:10]1)[C:2]1[CH:7]=[CH:6][CH:5]=[CH:4][CH:3]=1.Cl.O1CCOCC1, predict the reaction product. The product is: [CH2:22]([N:8]([CH2:1][C:2]1[CH:7]=[CH:6][CH:5]=[CH:4][CH:3]=1)[C@@H:9]1[CH2:10][NH:11][CH2:12][C@H:13]1[OH:14])[C:23]1[CH:24]=[CH:25][CH:26]=[CH:27][CH:28]=1. (4) Given the reactants [CH3:1][NH:2][CH2:3][C@H:4]1[CH2:9][CH2:8][C@H:7]([CH2:10][CH2:11][OH:12])[CH2:6][CH2:5]1.Cl[C:14]([O:16][C:17]1[CH:22]=[CH:21][C:20]([Cl:23])=[CH:19][CH:18]=1)=[O:15], predict the reaction product. The product is: [Cl:23][C:20]1[CH:21]=[CH:22][C:17]([O:16][C:14](=[O:15])[N:2]([CH2:3][C@H:4]2[CH2:9][CH2:8][C@H:7]([CH2:10][CH2:11][OH:12])[CH2:6][CH2:5]2)[CH3:1])=[CH:18][CH:19]=1. (5) Given the reactants [Cl:1][C:2]1[C:3]([F:31])=[C:4]([CH:8]2[C:12]([C:15]3[CH:20]=[CH:19][C:18]([Cl:21])=[CH:17][C:16]=3[F:22])([C:13]#[N:14])[CH:11]([CH2:23][C:24]([CH3:27])([CH3:26])[CH3:25])[NH:10][CH:9]2[C:28]([OH:30])=O)[CH:5]=[CH:6][CH:7]=1.CN(C(ON1N=NC2C=CC=NC1=2)=[N+](C)C)C.F[P-](F)(F)(F)(F)F.CCN(C(C)C)C(C)C.[CH2:65]([O:67][C:68](=[O:77])[C:69]1[CH:74]=[C:73]([NH2:75])[CH:72]=[CH:71][C:70]=1[F:76])[CH3:66], predict the reaction product. The product is: [CH2:65]([O:67][C:68](=[O:77])[C:69]1[CH:74]=[C:73]([NH:75][C:28]([C@H:9]2[C@H:8]([C:4]3[CH:5]=[CH:6][CH:7]=[C:2]([Cl:1])[C:3]=3[F:31])[C@:12]([C:15]3[CH:20]=[CH:19][C:18]([Cl:21])=[CH:17][C:16]=3[F:22])([C:13]#[N:14])[C@H:11]([CH2:23][C:24]([CH3:25])([CH3:26])[CH3:27])[NH:10]2)=[O:30])[CH:72]=[CH:71][C:70]=1[F:76])[CH3:66]. (6) The product is: [CH3:1][C:2]([CH3:10])([CH3:9])[C@@H:3]([C:5]([O:7][CH3:8])=[O:6])[N:4]=[C:11]=[O:12]. Given the reactants [CH3:1][C:2]([CH3:10])([CH3:9])[C@@H:3]([C:5]([O:7][CH3:8])=[O:6])[NH2:4].[C:11]([O-])(O)=[O:12].[Na+].ClC(Cl)(OC(=O)OC(Cl)(Cl)Cl)Cl, predict the reaction product.